From a dataset of Peptide-MHC class I binding affinity with 185,985 pairs from IEDB/IMGT. Regression. Given a peptide amino acid sequence and an MHC pseudo amino acid sequence, predict their binding affinity value. This is MHC class I binding data. (1) The peptide sequence is PFLLAQFTSA. The MHC is Patr-A0701 with pseudo-sequence Patr-A0701. The binding affinity (normalized) is 0.151. (2) The peptide sequence is TYGPVFMCL. The MHC is HLA-A11:01 with pseudo-sequence HLA-A11:01. The binding affinity (normalized) is 0.